Task: Predict the product of the given reaction.. Dataset: Forward reaction prediction with 1.9M reactions from USPTO patents (1976-2016) (1) Given the reactants C([O:4][C@H:5]1[C@@H:27]([O:28]C(=O)C)[C@H:26]([O:32]C(=O)C)[C@@H:25]([CH2:36][O:37]C(=O)C)[O:24][C@@H:6]1[O:7][C:8]1[CH:13]=[CH:12][C:11]([N:14]2[C:22]3[C:17](=[CH:18][CH:19]=[CH:20][CH:21]=3)[CH:16]=[CH:15]2)=[CH:10][C:9]=1[Cl:23])(=O)C.CO[Na].CO, predict the reaction product. The product is: [O:7]([C:8]1[CH:13]=[CH:12][C:11]([N:14]2[C:22]3[C:17](=[CH:18][CH:19]=[CH:20][CH:21]=3)[CH:16]=[CH:15]2)=[CH:10][C:9]=1[Cl:23])[C@H:6]1[O:24][C@H:25]([CH2:36][OH:37])[C@@H:26]([OH:32])[C@H:27]([OH:28])[C@@H:5]1[OH:4]. (2) Given the reactants [Br:1][C:2]1[N:7]=[C:6]([C:8]#[C:9][CH2:10][CH:11]2[CH2:15][O:14][C@@H:13]3[C@H:16]([O:19][Si:20]([C:23]([CH3:26])([CH3:25])[CH3:24])([CH3:22])[CH3:21])[CH2:17][O:18][C@H:12]23)[C:5]([NH:27]C(=O)OC(C)(C)C)=[CH:4][C:3]=1[Cl:35].C1CCN2C(=NCCC2)CC1, predict the reaction product. The product is: [Br:1][C:2]1[N:7]=[C:6]2[CH:8]=[C:9]([CH2:10][CH:11]3[CH2:15][O:14][C@@H:13]4[C@H:16]([O:19][Si:20]([C:23]([CH3:26])([CH3:25])[CH3:24])([CH3:22])[CH3:21])[CH2:17][O:18][C@H:12]34)[NH:27][C:5]2=[CH:4][C:3]=1[Cl:35]. (3) Given the reactants [I:1][C:2]1[CH:3]=[C:4]2[C:9]3=[C:10]([O:12][CH2:13][CH2:14][N:8]3[CH:7]=[C:6]([C:15]([O:17]CC)=O)[C:5]2=[O:20])[CH:11]=1.[Cl:21][C:22]1[CH:29]=[CH:28][C:25]([CH2:26][NH2:27])=[CH:24][CH:23]=1.Cl, predict the reaction product. The product is: [Cl:21][C:22]1[CH:29]=[CH:28][C:25]([CH2:26][NH:27][C:15]([C:6]2[C:5](=[O:20])[C:4]3[C:9]4=[C:10]([O:12][CH2:13][CH2:14][N:8]4[CH:7]=2)[CH:11]=[C:2]([I:1])[CH:3]=3)=[O:17])=[CH:24][CH:23]=1. (4) Given the reactants [C:1]([O:5][C:6](=[O:18])[CH2:7][C@@H:8]([CH2:16][OH:17])[CH2:9][C@H:10]([CH3:15])[CH2:11][CH2:12][CH2:13][CH3:14])([CH3:4])([CH3:3])[CH3:2].[C:19]1([CH3:29])[CH:24]=[CH:23][C:22]([S:25](Cl)(=[O:27])=[O:26])=[CH:21][CH:20]=1.C(N(CC)CC)C, predict the reaction product. The product is: [C:1]([O:5][C:6](=[O:18])[CH2:7][C@@H:8]([CH2:16][O:17][S:25]([C:22]1[CH:23]=[CH:24][C:19]([CH3:29])=[CH:20][CH:21]=1)(=[O:27])=[O:26])[CH2:9][C@H:10]([CH3:15])[CH2:11][CH2:12][CH2:13][CH3:14])([CH3:3])([CH3:2])[CH3:4]. (5) Given the reactants [Cl:1][C:2]1[CH:3]=[C:4]([CH:6]=[CH:7][C:8]=1[Cl:9])[NH2:5].[C:10]([O:15][CH2:16][CH2:17][CH3:18])(=[O:14])[C:11]([CH3:13])=O, predict the reaction product. The product is: [CH2:16]([O:15][C:10](=[O:14])[C@H:11]([CH3:13])[NH:5][C:4]1[CH:6]=[CH:7][C:8]([Cl:9])=[C:2]([Cl:1])[CH:3]=1)[CH2:17][CH3:18]. (6) Given the reactants [Si:1]([O:8][CH:9]1[CH2:14][CH2:13][N:12]([C:15]2[C:16]([Cl:31])=[C:17]([NH:23]C(=O)OC(C)(C)C)[CH:18]=[C:19]([C:21]#[N:22])[CH:20]=2)[CH2:11][CH2:10]1)([C:4]([CH3:7])([CH3:6])[CH3:5])([CH3:3])[CH3:2].N1C(C)=CC=CC=1C.FC(F)(F)S(O[Si](C)(C)C)(=O)=O, predict the reaction product. The product is: [NH2:23][C:17]1[CH:18]=[C:19]([CH:20]=[C:15]([N:12]2[CH2:11][CH2:10][CH:9]([O:8][Si:1]([C:4]([CH3:7])([CH3:6])[CH3:5])([CH3:2])[CH3:3])[CH2:14][CH2:13]2)[C:16]=1[Cl:31])[C:21]#[N:22].